This data is from Catalyst prediction with 721,799 reactions and 888 catalyst types from USPTO. The task is: Predict which catalyst facilitates the given reaction. Product: [CH2:13]([N:3]([CH2:1][CH3:2])[C:4](=[O:12])[C:5]1[CH:10]=[CH:9][CH:8]=[N:7][C:6]=1[O:11][CH2:22][C:23]1[CH:28]=[CH:27][C:26]([CH2:29][OH:30])=[CH:25][CH:24]=1)[CH3:14]. Reactant: [CH2:1]([N:3]([CH2:13][CH3:14])[C:4](=[O:12])[C:5]1[CH:10]=[CH:9][CH:8]=[N:7][C:6]=1[OH:11])[CH3:2].C([O-])([O-])=O.[K+].[K+].Cl[CH2:22][C:23]1[CH:28]=[CH:27][C:26]([CH2:29][OH:30])=[CH:25][CH:24]=1. The catalyst class is: 21.